Dataset: Forward reaction prediction with 1.9M reactions from USPTO patents (1976-2016). Task: Predict the product of the given reaction. (1) Given the reactants [C:1]([O:5][C:6]([N:8]1[CH2:17][CH2:16][C:15]2[C:10](=[CH:11][CH:12]=[C:13]([OH:18])[CH:14]=2)[CH2:9]1)=[O:7])([CH3:4])([CH3:3])[CH3:2].O[CH2:20][CH:21]1[CH2:26][CH2:25][N:24]([C:27]2[CH:32]=[CH:31][N:30]=[CH:29][CH:28]=2)[CH2:23][CH2:22]1.C1(P(C2C=CC=CC=2)C2C=CC=CC=2)C=CC=CC=1.N(C(OC(C)C)=O)=NC(OC(C)C)=O, predict the reaction product. The product is: [C:1]([O:5][C:6]([N:8]1[CH2:17][CH2:16][C:15]2[C:10](=[CH:11][CH:12]=[C:13]([O:18][CH2:20][CH:21]3[CH2:22][CH2:23][N:24]([C:27]4[CH:28]=[CH:29][N:30]=[CH:31][CH:32]=4)[CH2:25][CH2:26]3)[CH:14]=2)[CH2:9]1)=[O:7])([CH3:4])([CH3:2])[CH3:3]. (2) Given the reactants [I:1][C:2]1[CH:6]=[C:5]([CH:7]2[CH2:12][CH2:11][N:10]([C:13]([O:15][C:16]([CH3:19])([CH3:18])[CH3:17])=[O:14])[CH2:9][CH2:8]2)[NH:4][N:3]=1.Br[CH:21]1[CH2:25][CH2:24][CH2:23][CH2:22]1.C(=O)([O-])[O-].[Cs+].[Cs+].C(OCC)(=O)C, predict the reaction product. The product is: [CH:21]1([N:4]2[C:5]([CH:7]3[CH2:8][CH2:9][N:10]([C:13]([O:15][C:16]([CH3:19])([CH3:18])[CH3:17])=[O:14])[CH2:11][CH2:12]3)=[CH:6][C:2]([I:1])=[N:3]2)[CH2:25][CH2:24][CH2:23][CH2:22]1. (3) Given the reactants [CH3:1][N:2]([CH3:18])[C:3](=[O:17])[C:4]1[CH:9]=[CH:8][C:7]([NH:10][CH:11]=[O:12])=[CH:6][C:5]=1[S:13]([NH2:16])(=[O:15])=[O:14].[CH3:19][O:20][C:21]1[CH:26]=[C:25]([O:27][CH3:28])[N:24]=[C:23]([N:29](C2C=CC=CC=2)[C:30](=O)[O-:31])[N:22]=1.C(=O)([O-])[O-].[K+].[K+].C1(C)C(C)=CC=CC=1, predict the reaction product. The product is: [CH3:1][N:2]([CH3:18])[C:3](=[O:17])[C:4]1[CH:9]=[CH:8][C:7]([NH:10][CH:11]=[O:12])=[CH:6][C:5]=1[S:13]([NH:16][C:30]([NH:29][C:23]1[N:22]=[C:21]([O:20][CH3:19])[CH:26]=[C:25]([O:27][CH3:28])[N:24]=1)=[O:31])(=[O:15])=[O:14]. (4) Given the reactants [CH2:1]1[C:9]2[C:4](=[CH:5][CH:6]=[CH:7][CH:8]=2)[CH2:3][CH:2]1[NH2:10].[OH-].[Na+].[C:13]([O:17][C:18](O[C:18]([O:17][C:13]([CH3:16])([CH3:15])[CH3:14])=[O:19])=[O:19])([CH3:16])([CH3:15])[CH3:14], predict the reaction product. The product is: [C:13]([O:17][C:18]([NH:10][CH:2]1[CH2:3][C:4]2[C:9](=[CH:8][CH:7]=[CH:6][CH:5]=2)[CH2:1]1)=[O:19])([CH3:16])([CH3:15])[CH3:14]. (5) Given the reactants [F:1][C:2]1[CH:3]=[C:4]([CH:53]=[C:54]([F:56])[CH:55]=1)[CH2:5][C:6]1[CH:7]=[C:8]2[C:12](=[CH:13][CH:14]=1)[N:11](C(C1C=CC=CC=1)(C1C=CC=CC=1)C1C=CC=CC=1)[N:10]=[C:9]2[NH:34][C:35](=[O:52])[C:36]1[CH:41]=[CH:40][C:39]([N:42]2[CH2:47][CH2:46][N:45]([CH3:48])[CH2:44][CH2:43]2)=[CH:38][C:37]=1[N+:49]([O-:51])=[O:50].[ClH:57], predict the reaction product. The product is: [ClH:57].[F:56][C:54]1[CH:53]=[C:4]([CH:3]=[C:2]([F:1])[CH:55]=1)[CH2:5][C:6]1[CH:7]=[C:8]2[C:12](=[CH:13][CH:14]=1)[NH:11][N:10]=[C:9]2[NH:34][C:35](=[O:52])[C:36]1[CH:41]=[CH:40][C:39]([N:42]2[CH2:43][CH2:44][N:45]([CH3:48])[CH2:46][CH2:47]2)=[CH:38][C:37]=1[N+:49]([O-:51])=[O:50].[ClH:57]. (6) The product is: [CH3:1][C@@:2]12[C@@H:22]([C@@:23]([OH:33])([C@H:25]([OH:32])[CH2:26][CH2:27][C:28]([OH:31])([CH3:29])[CH3:30])[CH3:24])[CH2:21][CH2:20][C@@:19]1([OH:34])[C:6]1=[CH:7][C:8]([C@@H:10]3[CH2:15][C@@H:14]([OH:16])[C@@H:13]([OH:17])[CH2:12][C@:11]3([CH3:18])[C@H:5]1[CH2:4][CH2:3]2)=[O:9].[CH3:64][CH:62]([CH2:61][CH2:60][C@@H:59]([OH:66])[C@:57]([OH:67])([C@@H:56]1[C@@:36]2([CH3:35])[CH2:37][CH2:38][C@@H:39]3[C@@:45]4([CH3:52])[CH2:46][C@H:47]([OH:51])[C@H:48]([OH:50])[CH2:49][C@H:44]4[C:42](=[O:43])[CH:41]=[C:40]3[C@:53]2([OH:68])[CH2:54][CH2:55]1)[CH3:58])[CH3:63]. Given the reactants [CH3:1][C@@:2]12[C@@H:22]([C@@:23]([OH:33])([C@H:25]([OH:32])[CH2:26][CH2:27][C:28]([OH:31])([CH3:30])[CH3:29])[CH3:24])[CH2:21][CH2:20][C@@:19]1([OH:34])[C:6]1=[CH:7][C:8]([C@@H:10]3[CH2:15][C@@H:14]([OH:16])[C@@H:13]([OH:17])[CH2:12][C@:11]3([CH3:18])[C@H:5]1[CH2:4][CH2:3]2)=[O:9].[CH3:35][C@@:36]12[C@@H:56]([C@@:57]([OH:67])([C@H:59]([OH:66])[CH2:60][CH2:61][C:62](O)([CH3:64])[CH3:63])[CH3:58])[CH2:55][CH2:54][C@@:53]1([OH:68])[C:40]1=[CH:41][C:42]([C@@H:44]3[CH2:49][C@@H:48]([OH:50])[C@@H:47]([OH:51])[CH2:46][C@:45]3([CH3:52])[C@H:39]1[C@H:38](O)[CH2:37]2)=[O:43], predict the reaction product.